Regression. Given a peptide amino acid sequence and an MHC pseudo amino acid sequence, predict their binding affinity value. This is MHC class II binding data. From a dataset of Peptide-MHC class II binding affinity with 134,281 pairs from IEDB. (1) The peptide sequence is RVPLTSNNGIKQQGI. The MHC is HLA-DQA10501-DQB10201 with pseudo-sequence HLA-DQA10501-DQB10201. The binding affinity (normalized) is 0.255. (2) The peptide sequence is STVVASVTIIDRSLP. The MHC is DRB1_0802 with pseudo-sequence DRB1_0802. The binding affinity (normalized) is 0.140. (3) The peptide sequence is KRVSNVIIHGLHLYG. The MHC is HLA-DQA10501-DQB10301 with pseudo-sequence HLA-DQA10501-DQB10301. The binding affinity (normalized) is 0.501. (4) The peptide sequence is EKALWIIFSQNMNIK. The MHC is HLA-DQA10401-DQB10402 with pseudo-sequence HLA-DQA10401-DQB10402. The binding affinity (normalized) is 0.194.